This data is from Peptide-MHC class I binding affinity with 185,985 pairs from IEDB/IMGT. The task is: Regression. Given a peptide amino acid sequence and an MHC pseudo amino acid sequence, predict their binding affinity value. This is MHC class I binding data. (1) The peptide sequence is KHDFIDNPL. The MHC is HLA-B15:01 with pseudo-sequence HLA-B15:01. The binding affinity (normalized) is 0.0847. (2) The peptide sequence is TLTAALLLLV. The MHC is HLA-A02:17 with pseudo-sequence HLA-A02:17. The binding affinity (normalized) is 0.176. (3) The peptide sequence is RQTGGFFRPW. The MHC is Mamu-B17 with pseudo-sequence Mamu-B17. The binding affinity (normalized) is 0.278.